From a dataset of Catalyst prediction with 721,799 reactions and 888 catalyst types from USPTO. Predict which catalyst facilitates the given reaction. (1) Reactant: COC1C=CC(C[N:8]([C:22]2[S:23][CH:24]=[CH:25][N:26]=2)[S:9]([C:12]2[CH:13]=[CH:14][C:15]3[NH:20][CH2:19][CH2:18][O:17][C:16]=3[CH:21]=2)(=[O:11])=[O:10])=CC=1.CC1(C)C2C(=C(P(C3C=CC=CC=3)C3C=CC=CC=3)C=CC=2)OC2C(P(C3C=CC=CC=3)C3C=CC=CC=3)=CC=CC1=2.Br[C:72]1[CH:79]=[CH:78][C:77]([C:80]([F:83])([F:82])[F:81])=[CH:76][C:73]=1[C:74]#[N:75].CC(C)([O-])C.[Na+].FC(F)(F)C(O)=O. Product: [C:74]([C:73]1[CH:76]=[C:77]([C:80]([F:81])([F:82])[F:83])[CH:78]=[CH:79][C:72]=1[N:20]1[CH2:19][CH2:18][O:17][C:16]2[CH:21]=[C:12]([S:9]([NH:8][C:22]3[S:23][CH:24]=[CH:25][N:26]=3)(=[O:10])=[O:11])[CH:13]=[CH:14][C:15]1=2)#[N:75]. The catalyst class is: 882. (2) Reactant: CCN(C(C)C)C(C)C.[N:10]1[CH:15]=[CH:14][CH:13]=[C:12]([N:16]2[CH:20]=[C:19]([C:21]([OH:23])=O)[N:18]=[N:17]2)[CH:11]=1.NC1C=NC=CC=1.C1C=CC2N(O)N=NC=2C=1.CCN=C=NCCCN(C)C.Cl.[NH2:53][CH2:54][C:55]([N:57]1[CH2:62][CH2:61][CH:60]([O:63][C:64]2[CH:69]=[CH:68][CH:67]=[CH:66][C:65]=2[Cl:70])[CH2:59][CH2:58]1)=[O:56]. Product: [Cl:70][C:65]1[CH:66]=[CH:67][CH:68]=[CH:69][C:64]=1[O:63][CH:60]1[CH2:59][CH2:58][N:57]([C:55](=[O:56])[CH2:54][NH:53][C:21]([C:19]2[N:18]=[N:17][N:16]([C:12]3[CH:11]=[N:10][CH:15]=[CH:14][CH:13]=3)[CH:20]=2)=[O:23])[CH2:62][CH2:61]1. The catalyst class is: 18. (3) Reactant: [C:1]([NH:7][C:8]1[CH:9]=[N:10][CH:11]=[CH:12][CH:13]=1)(=[O:6])[C:2]([CH3:5])([CH3:4])[CH3:3].CN(C)CCN(C)C.[Li]CCCC.[I:27]I. Product: [CH3:3][C:2]([CH3:5])([CH3:4])[C:1]([NH:7][C:8]1[CH:9]=[N:10][CH:11]=[CH:12][C:13]=1[I:27])=[O:6]. The catalyst class is: 1. (4) Reactant: C([O:4][C:5]1[CH:10]=[CH:9][CH:8]=[C:7]([C:11]([NH:13][C:14]2[CH:19]=[CH:18][C:17]([C:20]([F:23])([F:22])[F:21])=[CH:16][CH:15]=2)=[O:12])[CH:6]=1)(=O)C.O1CCCC1.[OH-].[Na+]. Product: [OH:4][C:5]1[CH:6]=[C:7]([CH:8]=[CH:9][CH:10]=1)[C:11]([NH:13][C:14]1[CH:15]=[CH:16][C:17]([C:20]([F:21])([F:22])[F:23])=[CH:18][CH:19]=1)=[O:12]. The catalyst class is: 5. (5) Reactant: [F:1][C:2]1[C:31]([O:32][CH3:33])=[CH:30][C:29]([O:34][CH3:35])=[C:28]([F:36])[C:3]=1[CH2:4][O:5][C:6]1[CH:7]=[N:8][C:9]([NH:12][C:13]2[CH:14]=[N:15][N:16]([CH2:18][CH2:19][NH:20]C(=O)OC(C)(C)C)[CH:17]=2)=[N:10][CH:11]=1.[ClH:37].C(OCC)(=O)C. Product: [ClH:37].[ClH:37].[ClH:37].[NH2:20][CH2:19][CH2:18][N:16]1[CH:17]=[C:13]([NH:12][C:9]2[N:8]=[CH:7][C:6]([O:5][CH2:4][C:3]3[C:28]([F:36])=[C:29]([O:34][CH3:35])[CH:30]=[C:31]([O:32][CH3:33])[C:2]=3[F:1])=[CH:11][N:10]=2)[CH:14]=[N:15]1. The catalyst class is: 13. (6) Reactant: [OH:1][C:2]1[C:3]([C:13](=[O:15])[CH3:14])=[CH:4][C:5]([CH3:12])=[C:6]2[C:11]=1[N:10]=[CH:9][CH:8]=[CH:7]2.C(N(CC)CC)C.[F:23][C:24]([F:37])([F:36])[S:25](O[S:25]([C:24]([F:37])([F:36])[F:23])(=[O:27])=[O:26])(=[O:27])=[O:26]. Product: [F:23][C:24]([F:37])([F:36])[S:25]([O:1][C:2]1[C:3]([C:13](=[O:15])[CH3:14])=[CH:4][C:5]([CH3:12])=[C:6]2[C:11]=1[N:10]=[CH:9][CH:8]=[CH:7]2)(=[O:27])=[O:26]. The catalyst class is: 2. (7) Reactant: [O:1]=[C:2]([C:15]1[CH:20]=[CH:19][CH:18]=[CH:17][CH:16]=1)[CH:3]([C:9]1[CH:10]=[N:11][CH:12]=[CH:13][CH:14]=1)C(OCC)=O.Cl. Product: [C:15]1([C:2](=[O:1])[CH2:3][C:9]2[CH:10]=[N:11][CH:12]=[CH:13][CH:14]=2)[CH:20]=[CH:19][CH:18]=[CH:17][CH:16]=1. The catalyst class is: 6.